This data is from Full USPTO retrosynthesis dataset with 1.9M reactions from patents (1976-2016). The task is: Predict the reactants needed to synthesize the given product. (1) Given the product [Br:10][C:3]1[C:4]2[S:8][CH:7]=[N:6][C:5]=2[NH:9][C:2]=1[CH3:1], predict the reactants needed to synthesize it. The reactants are: [CH3:1][C:2]1[NH:9][C:5]2[N:6]=[CH:7][S:8][C:4]=2[CH:3]=1.[Br:10]N1C(=O)CCC1=O. (2) Given the product [F:21][C:18]1[CH:19]=[CH:20][C:15]([N:5]2[C:6](=[O:14])[C:7]3[CH:13]=[CH:12][CH:11]=[N:10][C:8]=3[N:9]=[C:4]2[CH:2]([NH:23][CH3:22])[CH3:3])=[CH:16][CH:17]=1, predict the reactants needed to synthesize it. The reactants are: Br[CH:2]([C:4]1[N:5]([C:15]2[CH:20]=[CH:19][C:18]([F:21])=[CH:17][CH:16]=2)[C:6](=[O:14])[C:7]2[CH:13]=[CH:12][CH:11]=[N:10][C:8]=2[N:9]=1)[CH3:3].[CH3:22][NH2:23]. (3) The reactants are: C[Si]([N-][Si](C)(C)C)(C)C.[Li+].[CH3:11][O:12][C:13]1[CH:30]=[CH:29][C:28]2[C@@H:27]3[C@H:18]([C@@H:19]4[C@@:23]([CH2:25][CH2:26]3)([CH3:24])[C:22](=[O:31])[CH2:21][CH2:20]4)[C@H:17]([CH3:32])[CH2:16][C:15]=2[CH:14]=1.I[CH3:34].[Cl-].[NH4+]. Given the product [CH3:11][O:12][C:13]1[CH:30]=[CH:29][C:28]2[C@@H:27]3[C@H:18]([C@@H:19]4[C@@:23]([CH2:25][CH2:26]3)([CH3:24])[C:22](=[O:31])[C@@H:21]([CH3:34])[CH2:20]4)[C@H:17]([CH3:32])[CH2:16][C:15]=2[CH:14]=1, predict the reactants needed to synthesize it. (4) Given the product [CH3:1][C:2]1[CH:3]=[CH:4][C:5]([C:6]([NH:8][C:9]2[S:10][C:11]3[CH:17]=[C:16]([C:18]([NH:23][C:24]4[CH:29]=[CH:28][CH:27]=[CH:26][CH:25]=4)=[O:20])[CH:15]=[CH:14][C:12]=3[N:13]=2)=[O:7])=[CH:21][CH:22]=1, predict the reactants needed to synthesize it. The reactants are: [CH3:1][C:2]1[CH:22]=[CH:21][C:5]([C:6]([NH:8][C:9]2[S:10][C:11]3[CH:17]=[C:16]([C:18]([OH:20])=O)[CH:15]=[CH:14][C:12]=3[N:13]=2)=[O:7])=[CH:4][CH:3]=1.[NH2:23][C:24]1[CH:29]=[CH:28][CH:27]=[CH:26][CH:25]=1.F[P-](F)(F)(F)(F)F.N1(O[P+](N(C)C)(N(C)C)N(C)C)C2C=CC=CC=2N=N1.C(N(C(C)C)CC)(C)C. (5) Given the product [CH3:1][N:2]([CH3:14])[C:3]1[O:4][C:5]2[CH:11]=[CH:10][C:9]([CH2:12][NH2:13])=[CH:8][C:6]=2[N:7]=1, predict the reactants needed to synthesize it. The reactants are: [CH3:1][N:2]([CH3:14])[C:3]1[O:4][C:5]2[CH:11]=[CH:10][C:9]([C:12]#[N:13])=[CH:8][C:6]=2[N:7]=1.[H-].[H-].[H-].[H-].[Li+].[Al+3].O. (6) Given the product [Br:31][C:32]1[CH:33]=[C:34]2[C:38](=[CH:39][CH:40]=1)[CH2:37][N:36]([C:9]([C:8]1[CH:12]=[C:4]([CH:1]([CH3:2])[CH3:3])[C:5]([O:15][CH3:16])=[CH:6][C:7]=1[O:13][CH3:14])=[O:11])[CH2:35]2, predict the reactants needed to synthesize it. The reactants are: [CH:1]([C:4]1[C:5]([O:15][CH3:16])=[CH:6][C:7]([O:13][CH3:14])=[C:8]([CH:12]=1)[C:9]([OH:11])=O)([CH3:3])[CH3:2].C1C=CC2N(O)N=NC=2C=1.C(Cl)CCl.[Br:31][C:32]1[CH:33]=[C:34]2[C:38](=[CH:39][CH:40]=1)[CH2:37][NH:36][CH2:35]2. (7) Given the product [NH2:1][C:2]1[C:7]([CH2:8][OH:9])=[CH:6][C:5]([Br:17])=[CH:4][N:3]=1, predict the reactants needed to synthesize it. The reactants are: [NH2:1][C:2]1[C:7]([CH2:8][OH:9])=[CH:6][CH:5]=[CH:4][N:3]=1.C1C(=O)N([Br:17])C(=O)C1. (8) Given the product [CH3:34][Si:26]([CH3:33])([CH2:27][CH2:28][C:29]([F:32])([F:30])[F:31])[CH2:25][CH2:24][CH2:23][CH2:22][O:21][C:18]1[CH:19]=[N:20][C:15]([C:12]2[CH:13]=[CH:14][C:9]([OH:8])=[CH:10][CH:11]=2)=[N:16][CH:17]=1, predict the reactants needed to synthesize it. The reactants are: C([O:8][C:9]1[CH:14]=[CH:13][C:12]([C:15]2[N:20]=[CH:19][C:18]([O:21][CH2:22][CH2:23][CH2:24][CH2:25][Si:26]([CH3:34])([CH3:33])[CH2:27][CH2:28][C:29]([F:32])([F:31])[F:30])=[CH:17][N:16]=2)=[CH:11][CH:10]=1)C1C=CC=CC=1. (9) Given the product [CH3:1][N:2]1[C:6]([C:7]([F:8])([F:9])[F:10])=[CH:5][C:4]([NH:11][C:12]([N:14]2[C:22]3[C:17](=[CH:18][C:19]([O:23][C:24]4[N:25]=[CH:26][N:27]=[C:28](/[CH:30]=[N+:31](\[O-:33])/[CH3:32])[CH:29]=4)=[CH:20][CH:21]=3)[CH:16]=[CH:15]2)=[O:13])=[N:3]1, predict the reactants needed to synthesize it. The reactants are: [CH3:1][N:2]1[C:6]([C:7]([F:10])([F:9])[F:8])=[CH:5][C:4]([NH:11][C:12]([N:14]2[C:22]3[C:17](=[CH:18][C:19]([O:23][C:24]4[CH:29]=[C:28]([CH2:30][NH:31][CH3:32])[N:27]=[CH:26][N:25]=4)=[CH:20][CH:21]=3)[CH:16]=[CH:15]2)=[O:13])=[N:3]1.[OH:33]O.O.